This data is from NCI-60 drug combinations with 297,098 pairs across 59 cell lines. The task is: Regression. Given two drug SMILES strings and cell line genomic features, predict the synergy score measuring deviation from expected non-interaction effect. (1) Drug 1: CC1=C(C=C(C=C1)NC2=NC=CC(=N2)N(C)C3=CC4=NN(C(=C4C=C3)C)C)S(=O)(=O)N.Cl. Drug 2: COC1=C(C=C2C(=C1)N=CN=C2NC3=CC(=C(C=C3)F)Cl)OCCCN4CCOCC4. Cell line: NCI-H460. Synergy scores: CSS=31.2, Synergy_ZIP=2.98, Synergy_Bliss=4.99, Synergy_Loewe=-6.72, Synergy_HSA=2.27. (2) Drug 1: CN1CCC(CC1)COC2=C(C=C3C(=C2)N=CN=C3NC4=C(C=C(C=C4)Br)F)OC. Drug 2: CCN(CC)CCCC(C)NC1=C2C=C(C=CC2=NC3=C1C=CC(=C3)Cl)OC. Cell line: NCI-H226. Synergy scores: CSS=37.9, Synergy_ZIP=-2.33, Synergy_Bliss=7.29, Synergy_Loewe=5.58, Synergy_HSA=7.67. (3) Drug 1: CC1C(C(CC(O1)OC2CC(OC(C2O)C)OC3=CC4=CC5=C(C(=O)C(C(C5)C(C(=O)C(C(C)O)O)OC)OC6CC(C(C(O6)C)O)OC7CC(C(C(O7)C)O)OC8CC(C(C(O8)C)O)(C)O)C(=C4C(=C3C)O)O)O)O. Drug 2: C(CN)CNCCSP(=O)(O)O. Cell line: SF-268. Synergy scores: CSS=17.4, Synergy_ZIP=0.873, Synergy_Bliss=0.896, Synergy_Loewe=-25.5, Synergy_HSA=-1.57. (4) Drug 1: C1=CC(=CC=C1CCC2=CNC3=C2C(=O)NC(=N3)N)C(=O)NC(CCC(=O)O)C(=O)O. Drug 2: C1CC(C1)(C(=O)O)C(=O)O.[NH2-].[NH2-].[Pt+2]. Cell line: NCI-H460. Synergy scores: CSS=60.0, Synergy_ZIP=-2.03, Synergy_Bliss=-3.01, Synergy_Loewe=2.07, Synergy_HSA=3.51. (5) Drug 1: C1CCC(CC1)NC(=O)N(CCCl)N=O. Drug 2: CC1CCC2CC(C(=CC=CC=CC(CC(C(=O)C(C(C(=CC(C(=O)CC(OC(=O)C3CCCCN3C(=O)C(=O)C1(O2)O)C(C)CC4CCC(C(C4)OC)OCCO)C)C)O)OC)C)C)C)OC. Cell line: TK-10. Synergy scores: CSS=8.79, Synergy_ZIP=-11.2, Synergy_Bliss=-8.89, Synergy_Loewe=-12.9, Synergy_HSA=-5.97. (6) Drug 1: C(CN)CNCCSP(=O)(O)O. Drug 2: C1C(C(OC1N2C=NC3=C2NC=NCC3O)CO)O. Cell line: BT-549. Synergy scores: CSS=-1.53, Synergy_ZIP=-0.893, Synergy_Bliss=-1.94, Synergy_Loewe=-2.12, Synergy_HSA=-2.22. (7) Drug 1: CN(C)N=NC1=C(NC=N1)C(=O)N. Drug 2: CC1C(C(CC(O1)OC2CC(OC(C2O)C)OC3=CC4=CC5=C(C(=O)C(C(C5)C(C(=O)C(C(C)O)O)OC)OC6CC(C(C(O6)C)O)OC7CC(C(C(O7)C)O)OC8CC(C(C(O8)C)O)(C)O)C(=C4C(=C3C)O)O)O)O. Cell line: A498. Synergy scores: CSS=0.750, Synergy_ZIP=-0.466, Synergy_Bliss=-2.36, Synergy_Loewe=-3.03, Synergy_HSA=-3.03. (8) Drug 1: CN(CCCl)CCCl.Cl. Drug 2: C1CN(CCN1C(=O)CCBr)C(=O)CCBr. Cell line: NCI-H226. Synergy scores: CSS=5.66, Synergy_ZIP=-1.76, Synergy_Bliss=3.37, Synergy_Loewe=2.37, Synergy_HSA=4.05. (9) Drug 1: CC1=C(C(CCC1)(C)C)C=CC(=CC=CC(=CC(=O)O)C)C. Drug 2: CCCCC(=O)OCC(=O)C1(CC(C2=C(C1)C(=C3C(=C2O)C(=O)C4=C(C3=O)C=CC=C4OC)O)OC5CC(C(C(O5)C)O)NC(=O)C(F)(F)F)O. Cell line: UACC-257. Synergy scores: CSS=72.1, Synergy_ZIP=-0.951, Synergy_Bliss=1.08, Synergy_Loewe=-0.667, Synergy_HSA=4.11. (10) Drug 2: C1=CN(C=N1)CC(O)(P(=O)(O)O)P(=O)(O)O. Synergy scores: CSS=5.73, Synergy_ZIP=-6.26, Synergy_Bliss=-10.4, Synergy_Loewe=-11.4, Synergy_HSA=-8.78. Cell line: HL-60(TB). Drug 1: CN(C)N=NC1=C(NC=N1)C(=O)N.